This data is from Reaction yield outcomes from USPTO patents with 853,638 reactions. The task is: Predict the reaction yield, written as a fraction of the theoretical maximum amount of product (1.0 means a 100% yield; for example, 0.34 means a 34% yield). (1) The catalyst is C(O)(=O)C. The product is [CH2:11]([O:18][C:19]1[CH:24]=[CH:23][C:22]([C:25]2[N:10]=[C:1]([CH3:2])[O:4][C:26]=2[C:27]2[CH:32]=[CH:31][N:30]=[CH:29][CH:28]=2)=[CH:21][CH:20]=1)[C:12]1[CH:17]=[CH:16][CH:15]=[CH:14][CH:13]=1. The yield is 0.410. The reactants are [C:1]([O-:4])(=O)[CH3:2].[Na+].C([O-])(=O)C.[NH4+:10].[CH2:11]([O:18][C:19]1[CH:24]=[CH:23][C:22]([C:25](=O)[CH:26](Br)[C:27]2[CH:32]=[CH:31][N:30]=[CH:29][CH:28]=2)=[CH:21][CH:20]=1)[C:12]1[CH:17]=[CH:16][CH:15]=[CH:14][CH:13]=1. (2) The reactants are [CH3:1][C:2]1[C:11]([NH:12][C:13]([C:15]2[C:20]([CH3:21])=[CH:19][CH:18]=[C:17]([C:22]3[CH:27]=[CH:26][CH:25]=[CH:24][CH:23]=3)[N:16]=2)=[O:14])=[C:10]([CH3:28])[CH:9]=[CH:8][C:3]=1[C:4]([O:6]C)=[O:5].O.O[Li].O.[Na+].[Cl-]. The catalyst is C1COCC1.CO. The product is [CH3:1][C:2]1[C:11]([NH:12][C:13]([C:15]2[C:20]([CH3:21])=[CH:19][CH:18]=[C:17]([C:22]3[CH:27]=[CH:26][CH:25]=[CH:24][CH:23]=3)[N:16]=2)=[O:14])=[C:10]([CH3:28])[CH:9]=[CH:8][C:3]=1[C:4]([OH:6])=[O:5]. The yield is 0.857. (3) The reactants are [O:1]([C:8]1[CH:30]=[CH:29][C:11]([O:12][C:13]2[N:21]=[CH:20][C:19]([NH:22][CH:23]3[CH2:28][CH2:27][NH:26][CH2:25][CH2:24]3)=[CH:18][C:14]=2[C:15]([NH2:17])=[O:16])=[CH:10][CH:9]=1)[C:2]1[CH:7]=[CH:6][CH:5]=[CH:4][CH:3]=1.C(N(CC)CC)C.[C:38](Cl)(=[O:42])/[CH:39]=[CH:40]/[CH3:41]. The catalyst is C(Cl)Cl. The product is [C:38]([N:26]1[CH2:25][CH2:24][CH:23]([NH:22][C:19]2[CH:20]=[N:21][C:13]([O:12][C:11]3[CH:29]=[CH:30][C:8]([O:1][C:2]4[CH:3]=[CH:4][CH:5]=[CH:6][CH:7]=4)=[CH:9][CH:10]=3)=[C:14]([CH:18]=2)[C:15]([NH2:17])=[O:16])[CH2:28][CH2:27]1)(=[O:42])/[CH:39]=[CH:40]/[CH3:41]. The yield is 0.160. (4) The reactants are [C-:1]#[N:2].[Na+].[CH3:4][O:5][C:6](=[O:14])[CH2:7][CH2:8][CH2:9][CH2:10][CH2:11][CH2:12]Br.[CH3:15]S(C)=O. The catalyst is [I-].C([N+](CCCC)(CCCC)CCCC)CCC.O. The product is [CH2:4]([O:5][C:6](=[O:14])[CH2:7][CH2:8][CH2:9][CH2:10][CH2:11][CH2:12][C:1]#[N:2])[CH3:15]. The yield is 0.940. (5) The reactants are CCCC[N+](CCCC)(CCCC)CCCC.[F-].[C:19]([O:23][C:24](=[O:45])[N:25]([CH2:28][C:29]1[CH:34]=[CH:33][C:32]([Cl:35])=[C:31]([C:36](C)(C)[O:37][SiH2]C(C)(C)C)[CH:30]=1)[CH2:26][CH3:27])([CH3:22])([CH3:21])[CH3:20].CCOC(C)=O. The catalyst is C1COCC1. The product is [C:19]([O:23][C:24](=[O:45])[N:25]([CH2:28][C:29]1[CH:34]=[CH:33][C:32]([Cl:35])=[C:31]([CH2:36][OH:37])[CH:30]=1)[CH2:26][CH3:27])([CH3:20])([CH3:21])[CH3:22]. The yield is 0.660. (6) The reactants are [C:1]([O:5][C:6]([NH:8][CH:9]1[CH:15]=[CH:14][C:13]2[CH:16]=[CH:17][CH:18]=[CH:19][C:12]=2[CH2:11][CH2:10]1)=[O:7])([CH3:4])([CH3:3])[CH3:2].ClC1C=C(C=CC=1)C(OO)=[O:25].O.O.O.O.O.S([O-])([O-])(=O)=S.[Na+].[Na+].C(=O)([O-])O.[Na+]. The catalyst is ClCCl.C(OCC)(=O)C. The product is [C:1]([O:5][C:6]([NH:8][CH:9]1[CH2:10][CH2:11][C:12]2[CH:19]=[CH:18][CH:17]=[CH:16][C:13]=2[CH:14]2[O:25][CH:15]12)=[O:7])([CH3:4])([CH3:2])[CH3:3]. The yield is 0.900.